From a dataset of Catalyst prediction with 721,799 reactions and 888 catalyst types from USPTO. Predict which catalyst facilitates the given reaction. (1) Product: [F:30][C:2]1([F:1])[CH2:7][CH2:6][N:5]([C:8]([C:10]2[N:11]([C:37]3[CH:38]=[C:33]([CH:34]=[CH:35][CH:36]=3)[C:31]#[N:32])[C:12]3[C:17]([CH:18]=2)=[CH:16][C:15]([C:19]([N:21]2[CH2:26][CH2:25][CH:24]([N:27]([CH3:28])[CH3:29])[CH2:23][CH2:22]2)=[O:20])=[CH:14][CH:13]=3)=[O:9])[CH2:4][CH2:3]1. The catalyst class is: 221. Reactant: [F:1][C:2]1([F:30])[CH2:7][CH2:6][N:5]([C:8]([C:10]2[NH:11][C:12]3[C:17]([CH:18]=2)=[CH:16][C:15]([C:19]([N:21]2[CH2:26][CH2:25][CH:24]([N:27]([CH3:29])[CH3:28])[CH2:23][CH2:22]2)=[O:20])=[CH:14][CH:13]=3)=[O:9])[CH2:4][CH2:3]1.[C:31]([C:33]1[CH:34]=[C:35](B(O)O)[CH:36]=[CH:37][CH:38]=1)#[N:32].N1C=CC=CC=1. (2) Reactant: [C:1]([C:3]1[CH:8]=[CH:7][C:6]([C:9](=O)[CH2:10][C:11]([O:13][CH2:14][CH3:15])=[O:12])=[CH:5][CH:4]=1)#[N:2].CN(C(OC)OC)C.[N:25]1[C:34]2[C:29](=[CH:30][CH:31]=[CH:32][CH:33]=2)[CH:28]=[CH:27][C:26]=1[NH:35][CH2:36][CH2:37][NH:38][C:39]1[N:44]=C(C2C=CC(C(N)=O)=CC=2)C=[CH:41][N:40]=1.[O-]CC.[Na+]. Product: [C:1]([C:3]1[CH:8]=[CH:7][C:6]([C:9]2[C:10]([C:11]([O:13][CH2:14][CH3:15])=[O:12])=[CH:41][N:40]=[C:39]([NH:38][CH2:37][CH2:36][NH:35][C:26]3[CH:27]=[CH:28][C:29]4[C:34](=[CH:33][CH:32]=[CH:31][CH:30]=4)[N:25]=3)[N:44]=2)=[CH:5][CH:4]=1)#[N:2]. The catalyst class is: 353. (3) Reactant: [C:1]([C:3]1([C:7]2[CH:8]=[C:9]([CH:14]=[CH:15][CH:16]=2)[C:10]([O:12]C)=[O:11])[CH2:6][CH2:5][CH2:4]1)#[N:2].O.[OH-].[Li+].O1CCCC1.CO. Product: [C:1]([C:3]1([C:7]2[CH:8]=[C:9]([CH:14]=[CH:15][CH:16]=2)[C:10]([OH:12])=[O:11])[CH2:4][CH2:5][CH2:6]1)#[N:2]. The catalyst class is: 6. (4) Reactant: [Br:1][C:2]1[CH:3]=[C:4]([CH2:10][OH:11])[S:5][C:6]=1[CH:7]([CH3:9])[CH3:8].CCN(CC)CC.[Si:19](Cl)([C:22]([CH3:25])([CH3:24])[CH3:23])([CH3:21])[CH3:20]. Product: [Br:1][C:2]1[CH:3]=[C:4]([CH2:10][O:11][Si:19]([C:22]([CH3:25])([CH3:24])[CH3:23])([CH3:21])[CH3:20])[S:5][C:6]=1[CH:7]([CH3:9])[CH3:8]. The catalyst class is: 172. (5) Reactant: [CH3:1][O:2][C:3](=[O:23])[C:4]([O:7][C:8]1[CH:13]=[CH:12][C:11]([O:14]CC2C=CC=CC=2)=[CH:10][C:9]=1[CH3:22])([CH3:6])[CH3:5].C(OCC)(=O)C. Product: [CH3:1][O:2][C:3](=[O:23])[C:4]([O:7][C:8]1[CH:13]=[CH:12][C:11]([OH:14])=[CH:10][C:9]=1[CH3:22])([CH3:6])[CH3:5]. The catalyst class is: 8. (6) Reactant: S([O-])(O)(=O)=O.[CH3:6][N+:7]1[CH:11]=[CH:10][N:9]([CH2:12][CH3:13])[CH:8]=1.[C:14]([OH:17])(=[O:16])[CH3:15]. Product: [C:14]([O-:17])(=[O:16])[CH3:15].[CH3:6][N+:7]1[CH:11]=[CH:10][N:9]([CH2:12][CH3:13])[CH:8]=1. The catalyst class is: 6. (7) Reactant: [Cl:1][C:2]1[O:6][C:5]([C:7]([O:9]C)=[O:8])=[CH:4][C:3]=1[C:11]1[N:15]([CH3:16])[N:14]=[CH:13][C:12]=1[Cl:17].[OH-].[Na+]. Product: [Cl:1][C:2]1[O:6][C:5]([C:7]([OH:9])=[O:8])=[CH:4][C:3]=1[C:11]1[N:15]([CH3:16])[N:14]=[CH:13][C:12]=1[Cl:17]. The catalyst class is: 7. (8) Reactant: [Cl:1][C:2]1[CH:30]=[CH:29][CH:28]=[C:27]([C:31]([F:34])([F:33])[F:32])[C:3]=1[C:4]([N:6]1[C:14]2[C:9](=[C:10]([F:15])[CH:11]=[CH:12][CH:13]=2)[C:8]([N:16]2[CH2:21][CH2:20][CH:19]([C:22]([O:24]C)=[O:23])[CH2:18][CH:17]2[CH3:26])=[N:7]1)=[O:5].[Li+].[OH-].Cl. Product: [Cl:1][C:2]1[CH:30]=[CH:29][CH:28]=[C:27]([C:31]([F:33])([F:34])[F:32])[C:3]=1[C:4]([N:6]1[C:14]2[C:9](=[C:10]([F:15])[CH:11]=[CH:12][CH:13]=2)[C:8]([N:16]2[CH2:21][CH2:20][CH:19]([C:22]([OH:24])=[O:23])[CH2:18][CH:17]2[CH3:26])=[N:7]1)=[O:5]. The catalyst class is: 38. (9) Reactant: [C:1]([O:5][C:6]1[C:11](/[CH:12]=[CH:13]\OC)=[N:10][CH:9]=[CH:8][N:7]=1)([CH3:4])([CH3:3])[CH3:2].Cl.[F:17][C:18]1[CH:31]=[CH:30][CH:29]=[CH:28][C:19]=1[O:20][CH2:21][CH:22]1[CH2:27][CH2:26][NH:25][CH2:24][CH2:23]1.C(O[BH-](OC(=O)C)OC(=O)C)(=O)C.[Na+].C(=O)([O-])[O-].[Na+].[Na+]. Product: [C:1]([O:5][C:6]1[C:11]([CH2:12][CH2:13][N:25]2[CH2:24][CH2:23][CH:22]([CH2:21][O:20][C:19]3[CH:28]=[CH:29][CH:30]=[CH:31][C:18]=3[F:17])[CH2:27][CH2:26]2)=[N:10][CH:9]=[CH:8][N:7]=1)([CH3:2])([CH3:3])[CH3:4]. The catalyst class is: 96. (10) Reactant: [F:1][C:2]1[CH:12]=[CH:11][C:5]2[C:6]([CH2:9][OH:10])=[CH:7][O:8][C:4]=2[CH:3]=1.[CH3:13][CH2:14][O:15][C:16]([C:18]1[N:19]([C:28]([O:30][C:31]([CH3:34])([CH3:33])[CH3:32])=[O:29])[C:20]2[C:25]([CH:26]=1)=[C:24](O)[CH:23]=[CH:22][CH:21]=2)=[O:17].C1(P(C2C=CC=CC=2)C2C=CC=CC=2)C=CC=CC=1.CCN(C(C)C)C(C)C.N(C(OCC)=O)=NC([O-])=O. Product: [CH3:13][CH2:14][O:15][C:16]([C:18]1[N:19]([C:28]([O:30][C:31]([CH3:32])([CH3:34])[CH3:33])=[O:29])[C:20]2[C:25]([CH:26]=1)=[C:24]([O:10][CH2:9][C:6]1[C:5]3[CH:11]=[CH:12][C:2]([F:1])=[CH:3][C:4]=3[O:8][CH:7]=1)[CH:23]=[CH:22][CH:21]=2)=[O:17]. The catalyst class is: 1.